Dataset: Catalyst prediction with 721,799 reactions and 888 catalyst types from USPTO. Task: Predict which catalyst facilitates the given reaction. Product: [F:17][C:16]([F:19])([F:18])[C:13]1[CH:14]=[CH:15][C:10]([C:9]2[O:20][N:22]=[C:2]([C:3]([O:5][CH2:6][CH3:7])=[O:4])[CH:8]=2)=[CH:11][CH:12]=1. The catalyst class is: 8. Reactant: O=[C:2]([CH2:8][C:9](=[O:20])[C:10]1[CH:15]=[CH:14][C:13]([C:16]([F:19])([F:18])[F:17])=[CH:12][CH:11]=1)[C:3]([O:5][CH2:6][CH3:7])=[O:4].Cl.[NH2:22]O.